From a dataset of Reaction yield outcomes from USPTO patents with 853,638 reactions. Predict the reaction yield, written as a fraction of the theoretical maximum amount of product (1.0 means a 100% yield; for example, 0.34 means a 34% yield). (1) The reactants are [NH:1]1[C:9]2[C:4](=[CH:5][C:6]([OH:10])=[CH:7][CH:8]=2)[CH:3]=[N:2]1.Br[CH2:12][CH2:13][CH2:14][CH:15]([CH3:17])[CH3:16].C(=O)([O-])[O-].[K+].[K+].O. The catalyst is CN(C)C=O.[I-].C([N+](CCCC)(CCCC)CCCC)CCC. The product is [CH3:16][CH:15]([CH3:17])[CH2:14][CH2:13][CH2:12][O:10][C:6]1[CH:5]=[C:4]2[C:9](=[CH:8][CH:7]=1)[NH:1][N:2]=[CH:3]2. The yield is 0.370. (2) The reactants are O[C:2]1[C:7]([C:8]2[CH:16]=[CH:15][C:14]([N+:17]([O-:19])=[O:18])=[CH:13][C:9]=2[C:10]([OH:12])=[O:11])=[CH:6][CH:5]=[CH:4][N:3]=1.C(N(CC)C(C)C)(C)C.F[P-](F)(F)(F)(F)F.N1(OC(N(C)C)=[N+](C)C)C2N=CC=CC=2N=N1.C(OCC)(=O)C. The catalyst is CN(C)C=O. The product is [N+:17]([C:14]1[CH:15]=[CH:16][C:8]2[C:7]3[C:2](=[N:3][CH:4]=[CH:5][CH:6]=3)[O:11][C:10](=[O:12])[C:9]=2[CH:13]=1)([O-:19])=[O:18]. The yield is 0.710.